From a dataset of Catalyst prediction with 721,799 reactions and 888 catalyst types from USPTO. Predict which catalyst facilitates the given reaction. (1) Reactant: [NH2:1][CH2:2][CH:3]1[CH2:8][CH2:7][N:6]([C:9]([O:11][C:12]([CH3:15])([CH3:14])[CH3:13])=[O:10])[CH2:5][CH2:4]1.C(N(C(C)C)CC)(C)C.Cl[C:26]([O:28][CH2:29][C:30]1[CH:35]=[CH:34][CH:33]=[CH:32][CH:31]=1)=[O:27]. Product: [CH2:29]([O:28][C:26]([NH:1][CH2:2][CH:3]1[CH2:8][CH2:7][N:6]([C:9]([O:11][C:12]([CH3:15])([CH3:14])[CH3:13])=[O:10])[CH2:5][CH2:4]1)=[O:27])[C:30]1[CH:35]=[CH:34][CH:33]=[CH:32][CH:31]=1. The catalyst class is: 4. (2) Reactant: [F:1][C:2]1[CH:7]=[CH:6][C:5]([C:8]#[C:9][Si](C)(C)C)=[CH:4][CH:3]=1.[F-].C([N+](CCCC)(CCCC)CCCC)CCC.C([Li])CCC.Cl[C:38]([O:40][CH3:41])=[O:39]. Product: [F:1][C:2]1[CH:7]=[CH:6][C:5]([C:8]#[C:9][C:38]([O:40][CH3:41])=[O:39])=[CH:4][CH:3]=1. The catalyst class is: 27. (3) The catalyst class is: 6. Product: [CH3:19][N:20]([CH3:24])[CH2:21][CH2:22][NH:23][C:2]1[C:15]2[C:14](=[O:16])[C:13]3[C:8](=[CH:9][CH:10]=[CH:11][C:12]=3[NH:23][CH2:22][CH2:21][N:20]([CH3:24])[CH3:19])[C:7](=[O:18])[C:6]=2[CH:5]=[CH:4][CH:3]=1. Reactant: Cl[C:2]1[C:15]2[C:14](=[O:16])[C:13]3[C:8](=[CH:9][CH:10]=[CH:11][C:12]=3Cl)[C:7](=[O:18])[C:6]=2[CH:5]=[CH:4][CH:3]=1.[CH3:19][N:20]([CH3:24])[CH2:21][CH2:22][NH2:23]. (4) Product: [C:1]([O:5][C:6]([N:8]1[CH2:9][CH2:10][CH:11]([O:14][C:15]2[C:24]([C:25]([OH:27])=[O:26])=[CH:23][C:22]([N+:29]([O-:31])=[O:30])=[CH:21][C:16]=2[C:17]([OH:19])=[O:18])[CH2:12][CH2:13]1)=[O:7])([CH3:4])([CH3:2])[CH3:3]. The catalyst class is: 33. Reactant: [C:1]([O:5][C:6]([N:8]1[CH2:13][CH2:12][CH:11]([O:14][C:15]2[C:24]([C:25]([O:27]C)=[O:26])=[CH:23][C:22]([N+:29]([O-:31])=[O:30])=[CH:21][C:16]=2[C:17]([O:19]C)=[O:18])[CH2:10][CH2:9]1)=[O:7])([CH3:4])([CH3:3])[CH3:2]. (5) Reactant: [I:1][C:2]1[N:3]=[C:4]([CH2:8][O:9][CH3:10])[NH:5][C:6]=1I.[O-]S([O-])=O.[Na+].[Na+]. Product: [I:1][C:2]1[NH:3][C:4]([CH2:8][O:9][CH3:10])=[N:5][CH:6]=1. The catalyst class is: 40. (6) Reactant: ClCC([O:5][CH2:6][CH2:7][N:8]1[CH2:13][CH2:12][O:11][CH2:10][C:9]1=[O:14])=O.[OH-].[K+]. Product: [OH:5][CH2:6][CH2:7][N:8]1[CH2:13][CH2:12][O:11][CH2:10][C:9]1=[O:14]. The catalyst class is: 5.